This data is from Reaction yield outcomes from USPTO patents with 853,638 reactions. The task is: Predict the reaction yield, written as a fraction of the theoretical maximum amount of product (1.0 means a 100% yield; for example, 0.34 means a 34% yield). (1) The reactants are O1CCCOB1[C:7]1[CH:14]=[CH:13][CH:12]=[CH:11][C:8]=1[C:9]#[N:10].Br[C:16]1[CH:22]=[C:21]([C:23]([CH3:26])([CH3:25])[CH3:24])[CH:20]=[CH:19][C:17]=1[NH2:18].C([O-])([O-])=O.[K+].[K+].C1(C)C=CC=CC=1. The catalyst is [Pd].C1(P(C2C=CC=CC=2)C2C=CC=CC=2)C=CC=CC=1.C1(P(C2C=CC=CC=2)C2C=CC=CC=2)C=CC=CC=1.C1(P(C2C=CC=CC=2)C2C=CC=CC=2)C=CC=CC=1.C1(P(C2C=CC=CC=2)C2C=CC=CC=2)C=CC=CC=1.C(O)C. The product is [C:23]([C:21]1[CH:22]=[CH:16][C:17]2[C:19](=[C:7]3[C:8](=[C:9]([NH2:10])[N:18]=2)[CH:11]=[CH:12][CH:13]=[CH:14]3)[CH:20]=1)([CH3:26])([CH3:24])[CH3:25]. The yield is 0.355. (2) The yield is 0.870. The product is [NH2:19][C:20]1[CH:25]=[C:24]([C:2]2[C:10]3[C:5](=[CH:6][CH:7]=[C:8]([C:11]#[N:12])[CH:9]=3)[N:4]([CH:13]3[CH2:18][CH2:17][CH2:16][CH2:15][O:14]3)[N:3]=2)[CH:23]=[CH:22][CH:21]=1. The reactants are Br[C:2]1[C:10]2[C:5](=[CH:6][CH:7]=[C:8]([C:11]#[N:12])[CH:9]=2)[N:4]([CH:13]2[CH2:18][CH2:17][CH2:16][CH2:15][O:14]2)[N:3]=1.[NH2:19][C:20]1[CH:21]=[C:22](B(O)O)[CH:23]=[CH:24][CH:25]=1.ClCCl.P([O-])([O-])([O-])=O.[K+].[K+].[K+]. The catalyst is COCCOC.C1(P(C2C=CC=CC=2)[C-]2C=CC=C2)C=CC=CC=1.[C-]1(P(C2C=CC=CC=2)C2C=CC=CC=2)C=CC=C1.[Fe+2]. (3) The catalyst is C1COCC1.O. The reactants are [Cl:1][C:2]1[O:6][C:5]([C:7]2[C:11]([C:12]3[CH:17]=[CH:16][CH:15]=[CH:14][CH:13]=3)=[C:10]([C:18](O)=[O:19])[O:9][N:8]=2)=[CH:4][CH:3]=1.N#N.[OH-].[Na+].OO. The product is [Cl:1][C:2]1[O:6][C:5]([C:7]2[C:11]([C:12]3[CH:17]=[CH:16][CH:15]=[CH:14][CH:13]=3)=[C:10]([CH2:18][OH:19])[O:9][N:8]=2)=[CH:4][CH:3]=1. The yield is 0.520. (4) The reactants are Br[C:2]1[CH:3]=[N:4][N:5]([C:9]2[CH:22]=[CH:21][C:12]([C:13]([NH:15][CH2:16][CH2:17][CH2:18][O:19][CH3:20])=[O:14])=[CH:11][N:10]=2)[C:6]=1[O:7][CH3:8].[F:23][C:24]1[CH:29]=[C:28](B2OC(C)(C)C(C)(C)O2)[CH:27]=[CH:26][C:25]=1[CH2:39][C:40]#[N:41].C(=O)(O)[O-].[Na+]. The catalyst is O1CCOCC1.O.CCOC(C)=O.CC(P(C(C)(C)C)[C]1[CH][CH][CH][CH]1)(C)C.CC(P(C(C)(C)C)[C]1[CH][CH][CH][CH]1)(C)C.Cl[Pd]Cl.[Fe]. The product is [C:40]([CH2:39][C:25]1[CH:26]=[CH:27][C:28]([C:2]2[CH:3]=[N:4][N:5]([C:9]3[CH:22]=[CH:21][C:12]([C:13]([NH:15][CH2:16][CH2:17][CH2:18][O:19][CH3:20])=[O:14])=[CH:11][N:10]=3)[C:6]=2[O:7][CH3:8])=[CH:29][C:24]=1[F:23])#[N:41]. The yield is 0.471. (5) The reactants are Br[C:2]1[C:3]([C:27]2[CH:32]=[CH:31][N:30]=[CH:29][CH:28]=2)=[C:4]([C:17]2[CH:22]=[CH:21][CH:20]=[C:19]([C:23]([F:26])([F:25])[F:24])[CH:18]=2)[N:5]([Si](C(C)C)(C(C)C)C(C)C)[CH:6]=1.[CH3:33][O:34][C:35]1[CH:40]=[CH:39][C:38]([C@H:41]2[CH2:49][N:48]3[C@H:43]([CH2:44][C:45](=O)[CH2:46][CH2:47]3)[CH2:42]2)=[CH:37][CH:36]=1.ClCCl. The catalyst is CO. The product is [CH3:33][O:34][C:35]1[CH:40]=[CH:39][C:38]([C@H:41]2[CH2:49][N:48]3[C@H:43]([CH:44]=[C:45]([C:2]4[C:3]([C:27]5[CH:28]=[CH:29][N:30]=[CH:31][CH:32]=5)=[C:4]([C:17]5[CH:22]=[CH:21][CH:20]=[C:19]([C:23]([F:26])([F:24])[F:25])[CH:18]=5)[NH:5][CH:6]=4)[CH2:46][CH2:47]3)[CH2:42]2)=[CH:37][CH:36]=1. The yield is 0.350.